Dataset: Full USPTO retrosynthesis dataset with 1.9M reactions from patents (1976-2016). Task: Predict the reactants needed to synthesize the given product. Given the product [C:1]([O:5][C:6]([N:8]1[CH2:13][CH2:12][N:11]2[C:14]([CH:18]3[CH2:20][CH2:19]3)=[N:15][C:16]([CH:34]=[CH2:35])=[C:10]2[CH:9]1[CH2:21][CH2:22][C:23]1[CH:28]=[CH:27][C:26]([C:29]([F:32])([F:31])[F:30])=[C:25]([F:33])[CH:24]=1)=[O:7])([CH3:4])([CH3:3])[CH3:2], predict the reactants needed to synthesize it. The reactants are: [C:1]([O:5][C:6]([N:8]1[CH2:13][CH2:12][N:11]2[C:14]([CH:18]3[CH2:20][CH2:19]3)=[N:15][C:16](I)=[C:10]2[CH:9]1[CH2:21][CH2:22][C:23]1[CH:28]=[CH:27][C:26]([C:29]([F:32])([F:31])[F:30])=[C:25]([F:33])[CH:24]=1)=[O:7])([CH3:4])([CH3:3])[CH3:2].[C:34]1(P(C2C=CC=CC=2)C2C=CC=CC=2)C=CC=C[CH:35]=1.C([Sn](CCCC)(CCCC)C=C)CCC.CCOC(C)=O.